From a dataset of M1 muscarinic receptor agonist screen with 61,833 compounds. Binary Classification. Given a drug SMILES string, predict its activity (active/inactive) in a high-throughput screening assay against a specified biological target. (1) The molecule is Clc1cc(N2CCN(C(CCC)c3n(nnn3)Cc3occc3)CC2)c(cc1)C. The result is 0 (inactive). (2) The compound is O(c1c(N2CCN(CC2)c2[nH]c(=O)n(c(=O)c2)c2ccc(OC)cc2)cccc1)C. The result is 0 (inactive). (3) The molecule is s1c(N2CCCCC2)nc2c1cc(C(=O)N1CCN(CC1)c1ncccc1)cc2. The result is 0 (inactive). (4) The molecule is O1c2cc(CN3CCN(CC3)c3nc(cc(c3C#N)C)C)ccc2OC1. The result is 0 (inactive). (5) The molecule is O(c1c2c(n(CC)c(=O)c1)cccc2)CC(OCC)=O. The result is 0 (inactive).